Dataset: Protein-peptide binding for MDM2, ACE2, and 12ca5 with 34 validated binders. Task: Binary Classification. Given protein and peptide amino acid sequences, predict whether they interact or not. (1) The protein target is MDM2 with sequence MCNTNMSVPTDGAVTTSQIPASEQETLVRPKPLLLKLLKSVGAQKDTYTMKEVLFYLGQYIMTKRLYDEKQQHIVYCSNDLLGDLFGVPSFSVKEHRKIYTMIYRNLVVVNQQESSDSGTSVSENRCHLEGGSDQKDLVQELQEEKPSSSHLVSRPSTSSRRRAISETEENSDELSGERQRKRHKSDSISLSFDESLALCVIREICCERSSSSESTGTPSNPDLDAGVSEHSGDWLDQDSVSDQFSVEFEVESLDSEDYSLSEEGQELSDEDDEVYQVTVYQAGESDTDSFEEDPEISLADYWKCTSCNEMNPPLPSHCNRCWALRENWLPEDKGKDKGEISEKAKLENSTQAEEGFDVPDCKKTIVNDSRESCVEENDDKITQASQSQESEDYSQPSTSSSIIYSSQEDVKEFEREETQDKEESVESSLPLNAIEPCVICQGRPKNGCIVHGKTGHLMACFTCAKKLKKRNKPCPVCRQPIQMIVLTYFP. The peptide is AAAAAYWNALAAK. (2) The protein target is MDM2 with sequence MCNTNMSVPTDGAVTTSQIPASEQETLVRPKPLLLKLLKSVGAQKDTYTMKEVLFYLGQYIMTKRLYDEKQQHIVYCSNDLLGDLFGVPSFSVKEHRKIYTMIYRNLVVVNQQESSDSGTSVSENRCHLEGGSDQKDLVQELQEEKPSSSHLVSRPSTSSRRRAISETEENSDELSGERQRKRHKSDSISLSFDESLALCVIREICCERSSSSESTGTPSNPDLDAGVSEHSGDWLDQDSVSDQFSVEFEVESLDSEDYSLSEEGQELSDEDDEVYQVTVYQAGESDTDSFEEDPEISLADYWKCTSCNEMNPPLPSHCNRCWALRENWLPEDKGKDKGEISEKAKLENSTQAEEGFDVPDCKKTIVNDSRESCVEENDDKITQASQSQESEDYSQPSTSSSIIYSSQEDVKEFEREETQDKEESVESSLPLNAIEPCVICQGRPKNGCIVHGKTGHLMACFTCAKKLKKRNKPCPVCRQPIQMIVLTYFP. The peptide is TSFAEYWAALAPK. (3) The protein target is MDM2 with sequence MCNTNMSVPTDGAVTTSQIPASEQETLVRPKPLLLKLLKSVGAQKDTYTMKEVLFYLGQYIMTKRLYDEKQQHIVYCSNDLLGDLFGVPSFSVKEHRKIYTMIYRNLVVVNQQESSDSGTSVSENRCHLEGGSDQKDLVQELQEEKPSSSHLVSRPSTSSRRRAISETEENSDELSGERQRKRHKSDSISLSFDESLALCVIREICCERSSSSESTGTPSNPDLDAGVSEHSGDWLDQDSVSDQFSVEFEVESLDSEDYSLSEEGQELSDEDDEVYQVTVYQAGESDTDSFEEDPEISLADYWKCTSCNEMNPPLPSHCNRCWALRENWLPEDKGKDKGEISEKAKLENSTQAEEGFDVPDCKKTIVNDSRESCVEENDDKITQASQSQESEDYSQPSTSSSIIYSSQEDVKEFEREETQDKEESVESSLPLNAIEPCVICQGRPKNGCIVHGKTGHLMACFTCAKKLKKRNKPCPVCRQPIQMIVLTYFP. The peptide is TSFAAYWNALSPK.